This data is from Full USPTO retrosynthesis dataset with 1.9M reactions from patents (1976-2016). The task is: Predict the reactants needed to synthesize the given product. (1) Given the product [CH3:13][O:12][C:9]1[CH:10]=[CH:11][C:5]2[O:4][CH2:3][O:7][C:6]=2[CH:8]=1, predict the reactants needed to synthesize it. The reactants are: [OH-].[Na+].[CH2:3]1[O:7][C:6]2[CH:8]=[C:9]([OH:12])[CH:10]=[CH:11][C:5]=2[O:4]1.[CH3:13]I. (2) Given the product [CH3:1][C:2]1[N:22]([CH3:23])[C:5]2[CH:6]=[CH:7][C:8]3[C@H:9]([O:21][CH2:34][CH3:35])[C@H:10]([OH:20])[C@@H:11]([C:14]4[CH:19]=[CH:18][CH:17]=[CH:16][CH:15]=4)[NH:12][C:13]=3[C:4]=2[N:3]=1, predict the reactants needed to synthesize it. The reactants are: [CH3:1][C:2]1[N:22]([CH3:23])[C:5]2[CH:6]=[CH:7][C:8]3[C@@H:9]([OH:21])[C@H:10]([OH:20])[C@@H:11]([C:14]4[CH:19]=[CH:18][CH:17]=[CH:16][CH:15]=4)[NH:12][C:13]=3[C:4]=2[N:3]=1.S(=O)(=O)(O)O.C(=O)([O-])O.[Na+].[CH2:34](O)[CH3:35]. (3) Given the product [CH3:1][O:2][C:3](=[O:15])[C:4]1[C:5](=[C:10]([NH:33][C:19]2[CH:20]=[CH:21][C:22]([O:24][CH2:25][CH2:26][N:27]3[CH2:32][CH2:31][CH2:30][CH2:29][CH2:28]3)=[CH:23][C:18]=2[O:17][CH3:16])[CH:11]=[CH:12][CH:13]=1)[C:6]([O:8][CH3:9])=[O:7], predict the reactants needed to synthesize it. The reactants are: [CH3:1][O:2][C:3](=[O:15])[C:4]1[C:5](=[C:10](I)[CH:11]=[CH:12][CH:13]=1)[C:6]([O:8][CH3:9])=[O:7].[CH3:16][O:17][C:18]1[CH:23]=[C:22]([O:24][CH2:25][CH2:26][N:27]2[CH2:32][CH2:31][CH2:30][CH2:29][CH2:28]2)[CH:21]=[CH:20][C:19]=1[NH2:33].C1C=CC(P(C2C(C3C(P(C4C=CC=CC=4)C4C=CC=CC=4)=CC=C4C=3C=CC=C4)=C3C(C=CC=C3)=CC=2)C2C=CC=CC=2)=CC=1.C(=O)([O-])[O-].[Cs+].[Cs+].